The task is: Predict the product of the given reaction.. This data is from Forward reaction prediction with 1.9M reactions from USPTO patents (1976-2016). (1) Given the reactants [Br:1]Br.O.[NH2:4][C:5]1[C:12]([F:13])=[CH:11][C:8]([C:9]#[N:10])=[C:7]([F:14])[CH:6]=1, predict the reaction product. The product is: [NH2:4][C:5]1[C:12]([F:13])=[CH:11][C:8]([C:9]#[N:10])=[C:7]([F:14])[C:6]=1[Br:1]. (2) The product is: [CH2:1]=[CH:2][CH:3]=[CH2:4].[CH2:1]=[CH:2][C:3]1[CH:8]=[CH:7][CH:6]=[CH:5][CH:4]=1. Given the reactants [CH2:1]=[CH:2][C:3]1[CH:8]=[CH:7][CH:6]=[CH:5][CH:4]=1, predict the reaction product. (3) Given the reactants [F:1][C:2]([F:17])([F:16])[O:3][C:4]1[CH:5]=[C:6]2[C:11](=[CH:12][CH:13]=1)[O:10][CH2:9][C:8]([C:14]#N)=[CH:7]2.[OH-:18].[Na+].[OH2:20], predict the reaction product. The product is: [F:1][C:2]([F:17])([F:16])[O:3][C:4]1[CH:5]=[C:6]2[C:11](=[CH:12][CH:13]=1)[O:10][CH2:9][C:8]([C:14]([OH:20])=[O:18])=[CH:7]2. (4) Given the reactants [CH2:1]([C:8]1[N:12]=[C:11]([CH2:13][CH2:14][C:15]([NH:17]/[N:18]=[C:19]2\[NH:20][C:21](=[O:37])[C:22]3[NH:23][C:24]([C:33]([F:36])([F:35])[F:34])=[N:25][C:26]=3[N:27]\2[CH2:28][CH2:29][CH2:30][CH2:31][CH3:32])=O)[O:10][N:9]=1)[C:2]1[CH:7]=[CH:6][CH:5]=[CH:4][CH:3]=1, predict the reaction product. The product is: [CH2:1]([C:8]1[N:12]=[C:11]([CH2:13][CH2:14][C:15]2[N:20]3[C:21](=[O:37])[C:22]4[NH:23][C:24]([C:33]([F:35])([F:36])[F:34])=[N:25][C:26]=4[N:27]([CH2:28][CH2:29][CH2:30][CH2:31][CH3:32])[C:19]3=[N:18][N:17]=2)[O:10][N:9]=1)[C:2]1[CH:3]=[CH:4][CH:5]=[CH:6][CH:7]=1.